Dataset: Full USPTO retrosynthesis dataset with 1.9M reactions from patents (1976-2016). Task: Predict the reactants needed to synthesize the given product. (1) Given the product [Cl:16][CH2:17][C:18]([C:4]1[CH:5]=[CH:6][CH:7]=[C:2]([F:1])[C:3]=1[F:8])=[O:19], predict the reactants needed to synthesize it. The reactants are: [F:1][C:2]1[CH:7]=[CH:6][CH:5]=[CH:4][C:3]=1[F:8].C([Li])CCCCC.[Cl:16][CH2:17][C:18](Cl)=[O:19]. (2) Given the product [NH2:3][C:4]1[CH:9]=[CH:8][CH:7]=[CH:6][C:5]=1[S:10][CH2:12][C:13]1[C:14]([CH2:19][S:10][C:5]2[CH:6]=[CH:7][CH:8]=[CH:9][C:4]=2[NH2:3])=[CH:15][CH:16]=[CH:17][CH:18]=1, predict the reactants needed to synthesize it. The reactants are: CO.[NH2:3][C:4]1[CH:9]=[CH:8][CH:7]=[CH:6][C:5]=1[SH:10].Br[CH2:12][C:13]1[C:14]([CH2:19]Br)=[CH:15][CH:16]=[CH:17][CH:18]=1. (3) Given the product [CH3:20][Si:19]([CH3:22])([CH3:21])[CH2:18][CH2:17][O:16][CH2:15][N:1]1[C:5]2[CH:6]=[N:7][CH:8]=[C:9]([C:10]#[N:11])[C:4]=2[CH:3]=[CH:2]1, predict the reactants needed to synthesize it. The reactants are: [NH:1]1[C:5]2[CH:6]=[N:7][CH:8]=[C:9]([C:10]#[N:11])[C:4]=2[CH:3]=[CH:2]1.[H-].[Na+].Cl[CH2:15][O:16][CH2:17][CH2:18][Si:19]([CH3:22])([CH3:21])[CH3:20]. (4) The reactants are: C([N:8]1[CH:13]2[CH2:14][CH2:15][CH:9]1[CH2:10][C:11]([C:17]1[CH:22]=[N:21][CH:20]=[CH:19][N:18]=1)([OH:16])[CH2:12]2)C1C=CC=CC=1.C([O-])=O.[NH4+]. Given the product [N:18]1[CH:19]=[CH:20][N:21]=[CH:22][C:17]=1[C:11]1([OH:16])[CH2:12][CH:13]2[NH:8][CH:9]([CH2:15][CH2:14]2)[CH2:10]1, predict the reactants needed to synthesize it. (5) Given the product [O:15]1[CH2:16][CH2:17][O:18][C:19]2[C:10]([CH:2]3[N:1]([CH2:29][C:28]4[CH:31]=[CH:32][CH:33]=[C:26]([C:24]5[N:25]=[C:21]([CH3:20])[S:22][CH:23]=5)[CH:27]=4)[C:6](=[O:8])[CH2:5][CH2:4][CH2:3]3)=[CH:11][CH:12]=[CH:13][C:14]1=2, predict the reactants needed to synthesize it. The reactants are: [NH2:1][CH:2]([C:10]1[C:19]2[O:18][CH2:17][CH2:16][O:15][C:14]=2[CH:13]=[CH:12][CH:11]=1)[CH2:3][CH2:4][CH2:5][C:6]([O:8]C)=O.[CH3:20][C:21]1[S:22][CH:23]=[C:24]([C:26]2[CH:27]=[C:28]([CH:31]=[CH:32][CH:33]=2)[CH:29]=O)[N:25]=1. (6) Given the product [F:35][C:33]1[CH:34]=[C:29]([C:26]2[CH:25]=[CH:24][C:23]([CH2:22][CH2:21][C@@H:4]([O:3][CH:1]=[O:2])[C@H:5]([CH2:6][CH2:7][N:8]3[C:9](=[O:18])[C:10]4[C:15](=[CH:14][CH:13]=[CH:12][CH:11]=4)[C:16]3=[O:17])[C:19]([OH:38])=[O:20])=[CH:28][CH:27]=2)[CH:30]=[C:31]([F:36])[CH:32]=1, predict the reactants needed to synthesize it. The reactants are: [CH:1]([O:3][C@H:4]([CH2:21][CH2:22][C:23]1[CH:28]=[CH:27][C:26]([C:29]2[CH:34]=[C:33]([F:35])[CH:32]=[C:31]([F:36])[CH:30]=2)=[CH:25][CH:24]=1)[C@@H:5]([CH:19]=[O:20])[CH2:6][CH2:7][N:8]1[C:16](=[O:17])[C:15]2[C:10](=[CH:11][CH:12]=[CH:13][CH:14]=2)[C:9]1=[O:18])=[O:2].P([O-])(O)(O)=[O:38].[Na+].OO.Cl([O-])=O.[Na+].